From a dataset of Full USPTO retrosynthesis dataset with 1.9M reactions from patents (1976-2016). Predict the reactants needed to synthesize the given product. (1) Given the product [Cl:13][C:4]1[C:3]([C:1]#[N:2])=[C:8]([CH3:9])[CH:7]=[C:6]([CH3:10])[N:5]=1, predict the reactants needed to synthesize it. The reactants are: [C:1]([C:3]1[C:4](O)=[N:5][C:6]([CH3:10])=[CH:7][C:8]=1[CH3:9])#[N:2].P(Cl)(Cl)(Cl)(Cl)[Cl:13].C(=O)(O)[O-].[Na+]. (2) Given the product [Cl:26][C:27]1[CH:32]=[C:31]([Cl:33])[CH:30]=[C:29]([F:34])[C:28]=1[NH:35][C:36]1[N:16]([C@@H:17]2[CH2:18][CH2:19][C@H:20]([C:23]([NH2:25])=[O:24])[CH2:21][CH2:22]2)[C:3]2[C:2]([N:1]=1)=[CH:7][N:6]=[C:5]([NH:8][C@@H:9]1[CH2:13][CH2:12][C:11]([F:15])([F:14])[CH2:10]1)[N:4]=2, predict the reactants needed to synthesize it. The reactants are: [NH2:1][C:2]1[C:3]([NH:16][C@@H:17]2[CH2:22][CH2:21][C@H:20]([C:23]([NH2:25])=[O:24])[CH2:19][CH2:18]2)=[N:4][C:5]([NH:8][C@@H:9]2[CH2:13][CH2:12][C:11]([F:15])([F:14])[CH2:10]2)=[N:6][CH:7]=1.[Cl:26][C:27]1[CH:32]=[C:31]([Cl:33])[CH:30]=[C:29]([F:34])[C:28]=1[N:35]=[C:36]=S.CC(C)N=C=NC(C)C. (3) The reactants are: [NH:1]1[CH:5]=[CH:4][C:3]([C:6]2[N:14]3[C:9]([CH:10]=[CH:11][CH:12]=[CH:13]3)=[CH:8][C:7]=2[C:15]([O:17][CH2:18][CH3:19])=[O:16])=[N:2]1.C([O-])([O-])=O.[K+].[K+].Br[CH2:27][CH2:28][Cl:29]. Given the product [Cl:29][CH2:28][CH2:27][N:1]1[CH:5]=[CH:4][C:3]([C:6]2[N:14]3[C:9]([CH:10]=[CH:11][CH:12]=[CH:13]3)=[CH:8][C:7]=2[C:15]([O:17][CH2:18][CH3:19])=[O:16])=[N:2]1, predict the reactants needed to synthesize it. (4) Given the product [CH:19]([O:7][C:8]1[CH:15]=[C:14]([O:16][CH3:17])[CH:13]=[CH:12][C:9]=1[C:10]#[N:11])([CH3:21])[CH3:20], predict the reactants needed to synthesize it. The reactants are: C(=O)([O-])[O-].[Cs+].[Cs+].[OH:7][C:8]1[CH:15]=[C:14]([O:16][CH3:17])[CH:13]=[CH:12][C:9]=1[C:10]#[N:11].I[CH:19]([CH3:21])[CH3:20].O. (5) The reactants are: [CH3:1][O:2][C:3](=[O:25])[CH2:4][C:5]1[CH:10]=[CH:9][CH:8]=[C:7]([O:11][C:12]2[CH:17]=[CH:16][C:15]([C:18]([F:21])([F:20])[F:19])=[CH:14][C:13]=2[CH2:22][NH:23][CH3:24])[CH:6]=1.[F:26][C:27]([F:39])([F:38])[C:28]1[CH:33]=[CH:32][CH:31]=[CH:30][C:29]=1[S:34](Cl)(=[O:36])=[O:35]. Given the product [CH3:1][O:2][C:3](=[O:25])[CH2:4][C:5]1[CH:10]=[CH:9][CH:8]=[C:7]([O:11][C:12]2[CH:17]=[CH:16][C:15]([C:18]([F:20])([F:19])[F:21])=[CH:14][C:13]=2[CH2:22][N:23]([CH3:24])[S:34]([C:29]2[CH:30]=[CH:31][CH:32]=[CH:33][C:28]=2[C:27]([F:26])([F:38])[F:39])(=[O:36])=[O:35])[CH:6]=1, predict the reactants needed to synthesize it.